From a dataset of Full USPTO retrosynthesis dataset with 1.9M reactions from patents (1976-2016). Predict the reactants needed to synthesize the given product. (1) Given the product [C:18]([O:22][C:23]([N:25]1[CH2:30][CH2:29][N:28]([C:12]2[N:11]=[C:10]([Cl:15])[N:9]=[C:8]3[C:13]=2[N:5]([CH2:1][C:2]#[C:3][CH3:4])[C:6](=[O:17])[N:7]3[CH3:16])[CH2:27][CH2:26]1)=[O:24])([CH3:21])([CH3:19])[CH3:20], predict the reactants needed to synthesize it. The reactants are: [CH2:1]([N:5]1[C:13]2[C:8](=[N:9][C:10]([Cl:15])=[N:11][C:12]=2Cl)[N:7]([CH3:16])[C:6]1=[O:17])[C:2]#[C:3][CH3:4].[C:18]([O:22][C:23]([N:25]1[CH2:30][CH2:29][NH:28][CH2:27][CH2:26]1)=[O:24])([CH3:21])([CH3:20])[CH3:19].C(N(CC)CC)C.Cl. (2) Given the product [CH:13]([CH:12]1[CH2:17][O:11][C:9](=[O:10])[CH2:8]1)([CH3:14])[CH3:15], predict the reactants needed to synthesize it. The reactants are: C(OC(=O)C[CH:8]([CH2:12][CH:13]([CH3:15])[CH3:14])[C:9]([OH:11])=[O:10])(C)(C)C.[CH3:17]O.